Predict the product of the given reaction. From a dataset of Forward reaction prediction with 1.9M reactions from USPTO patents (1976-2016). Given the reactants C(OC(=O)[NH:7][CH2:8][C:9]1[CH:14]=[CH:13][C:12]([C:15]2[N:19]3[CH:20]=[CH:21][C:22]([C:24]4[CH:29]=[CH:28][N:27]=[C:26]([CH2:30][N:31]([CH2:34][CH3:35])[CH2:32][CH3:33])[CH:25]=4)=[CH:23][C:18]3=[N:17][CH:16]=2)=[CH:11][CH:10]=1)(C)(C)C.[ClH:37], predict the reaction product. The product is: [ClH:37].[ClH:37].[ClH:37].[NH2:7][CH2:8][C:9]1[CH:14]=[CH:13][C:12]([C:15]2[N:19]3[CH:20]=[CH:21][C:22]([C:24]4[CH:29]=[CH:28][N:27]=[C:26]([CH2:30][N:31]([CH2:34][CH3:35])[CH2:32][CH3:33])[CH:25]=4)=[CH:23][C:18]3=[N:17][CH:16]=2)=[CH:11][CH:10]=1.